The task is: Predict the reactants needed to synthesize the given product.. This data is from Full USPTO retrosynthesis dataset with 1.9M reactions from patents (1976-2016). (1) Given the product [Cl:1][C:2]1[CH:18]=[CH:17][C:16]([CH2:19][NH:20][C@@H:21]([C:23]2[CH:28]=[CH:27][CH:26]=[C:25]([Cl:29])[CH:24]=2)[CH3:22])=[CH:15][C:3]=1[O:4][CH2:5][C:6]1[O:7][CH:8]=[C:9]([C:11]([OH:13])=[O:12])[N:10]=1, predict the reactants needed to synthesize it. The reactants are: [Cl:1][C:2]1[CH:18]=[CH:17][C:16]([CH2:19][NH:20][C@@H:21]([C:23]2[CH:28]=[CH:27][CH:26]=[C:25]([Cl:29])[CH:24]=2)[CH3:22])=[CH:15][C:3]=1[O:4][CH2:5][C:6]1[O:7][CH:8]=[C:9]([C:11]([O:13]C)=[O:12])[N:10]=1.C[Si](C)(C)[O-].[K+]. (2) The reactants are: [OH:1][C:2]1[CH:3]=[C:4]([CH:7]=[C:8]([OH:11])[C:9]=1[OH:10])[C:5]#[N:6].[CH2:12]([OH:14])[CH3:13].Cl. Given the product [OH:1][C:2]1[CH:3]=[C:4]([C:5](=[NH:6])[O:14][CH2:12][CH3:13])[CH:7]=[C:8]([OH:11])[C:9]=1[OH:10], predict the reactants needed to synthesize it. (3) Given the product [F:1][CH2:2][C@@H:3]1[C@@H:4]2[C@@:8]([C:11]3[CH:16]=[CH:15][CH:14]=[CH:13][C:12]=3[F:17])([NH:9][O:10][CH2:5]2)[CH2:7][O:6]1, predict the reactants needed to synthesize it. The reactants are: [F:1][CH2:2][C@@H:3]([O:6][CH2:7][C:8]([C:11]1[CH:16]=[CH:15][CH:14]=[CH:13][C:12]=1[F:17])=[N:9][OH:10])[CH:4]=[CH2:5].C1(C=CC(O)=CC=1)O. (4) Given the product [NH:1]1[CH:5]=[C:4]([C:6]2[CH:22]=[CH:21][C:9]3[C:10]4[N:11]=[C:12]([C:18]([N:32]5[CH2:33][CH2:34][CH2:35][N:29]([C:26]6[CH:27]=[CH:28][N:23]=[CH:24][CH:25]=6)[CH2:30][CH2:31]5)=[O:20])[S:13][C:14]=4[CH2:15][CH2:16][O:17][C:8]=3[CH:7]=2)[CH:3]=[N:2]1, predict the reactants needed to synthesize it. The reactants are: [NH:1]1[CH:5]=[C:4]([C:6]2[CH:22]=[CH:21][C:9]3[C:10]4[N:11]=[C:12]([C:18]([OH:20])=O)[S:13][C:14]=4[CH2:15][CH2:16][O:17][C:8]=3[CH:7]=2)[CH:3]=[N:2]1.[N:23]1[CH:28]=[CH:27][C:26]([N:29]2[CH2:35][CH2:34][CH2:33][NH:32][CH2:31][CH2:30]2)=[CH:25][CH:24]=1.